This data is from Full USPTO retrosynthesis dataset with 1.9M reactions from patents (1976-2016). The task is: Predict the reactants needed to synthesize the given product. (1) Given the product [Cl:17][C:14]1[CH:15]=[CH:16][C:11]([NH:10][C:5]([CH:6]2[CH2:7][C:2]2([CH3:1])[C:3]([OH:4])=[O:9])=[O:8])=[N:12][CH:13]=1, predict the reactants needed to synthesize it. The reactants are: [CH3:1][C:2]12[CH2:7][CH:6]1[C:5](=[O:8])[O:4][C:3]2=[O:9].[NH2:10][C:11]1[CH:16]=[CH:15][C:14]([Cl:17])=[CH:13][N:12]=1. (2) Given the product [NH2:29][C:23]1=[N:24][C:25](=[O:27])[S:26]/[C:22]/1=[CH:21]\[C:5]1[CH:6]=[CH:7][C:8]([O:9][CH2:10][C:11]2[C:20]3[C:15](=[CH:16][CH:17]=[CH:18][CH:19]=3)[CH:14]=[CH:13][CH:12]=2)=[C:3]([O:2][CH3:1])[CH:4]=1, predict the reactants needed to synthesize it. The reactants are: [CH3:1][O:2][C:3]1[CH:4]=[C:5](/[CH:21]=[C:22]2/[C:23](=S)[NH:24][C:25](=[O:27])[S:26]/2)[CH:6]=[CH:7][C:8]=1[O:9][CH2:10][C:11]1[C:20]2[C:15](=[CH:16][CH:17]=[CH:18][CH:19]=2)[CH:14]=[CH:13][CH:12]=1.[NH3:29].CO. (3) Given the product [Br:20][C:18]1[CH:17]=[CH:16][C:15]([F:21])=[C:14]([C:2]2([CH3:13])[C:3]([F:5])([F:4])[C:6]3([CH2:7][CH2:8][O:9][CH2:10][CH2:11]3)[O:12][C:23]([NH2:24])=[N:1]2)[CH:19]=1, predict the reactants needed to synthesize it. The reactants are: [NH2:1][C:2]([C:14]1[CH:19]=[C:18]([Br:20])[CH:17]=[CH:16][C:15]=1[F:21])([CH3:13])[C:3]([C:6]1([OH:12])[CH2:11][CH2:10][O:9][CH2:8][CH2:7]1)([F:5])[F:4].Br[C:23]#[N:24].